Predict the reaction yield, written as a fraction of the theoretical maximum amount of product (1.0 means a 100% yield; for example, 0.34 means a 34% yield). From a dataset of Reaction yield outcomes from USPTO patents with 853,638 reactions. (1) The reactants are [C:1]([C:5]1[CH:6]=[C:7](/[CH:15]=[CH:16]/[C:17]([C:19]2[CH:28]=[CH:27][C:22]([C:23]([O:25][CH3:26])=[O:24])=[CH:21][CH:20]=2)=O)[CH:8]=[C:9]([C:11]([CH3:14])([CH3:13])[CH3:12])[CH:10]=1)([CH3:4])([CH3:3])[CH3:2].[NH:29]([C:31]1[CH:39]=[CH:38][C:34]([C:35]([OH:37])=[O:36])=[CH:33][CH:32]=1)[NH2:30].C(O)(=O)C. The catalyst is C(O)CCC. The yield is 0.750. The product is [C:11]([C:9]1[CH:8]=[C:7]([CH:15]2[CH2:16][C:17]([C:19]3[CH:20]=[CH:21][C:22]([C:23]([O:25][CH3:26])=[O:24])=[CH:27][CH:28]=3)=[N:30][N:29]2[C:31]2[CH:32]=[CH:33][C:34]([C:35]([OH:37])=[O:36])=[CH:38][CH:39]=2)[CH:6]=[C:5]([C:1]([CH3:2])([CH3:4])[CH3:3])[CH:10]=1)([CH3:13])([CH3:14])[CH3:12]. (2) The reactants are [C:1]1([C:16]2[CH:21]=[CH:20][CH:19]=[CH:18][CH:17]=2)[CH:6]=[CH:5][CH:4]=[C:3]([C:7]2[S:8][C:9]([CH3:15])=[C:10]([CH2:12][CH2:13][OH:14])[N:11]=2)[CH:2]=1.[CH2:22]([O:24][C:25](=[O:37])[C:26]([O:29][C:30]1[CH:35]=[CH:34][C:33](O)=[CH:32][CH:31]=1)([CH3:28])[CH3:27])[CH3:23].C1(P(C2C=CC=CC=2)C2C=CC=CC=2)C=CC=CC=1.CC(OC(/N=N/C(OC(C)C)=O)=O)C. The catalyst is O1CCCC1.C(OCC)(=O)C. The product is [CH2:22]([O:24][C:25](=[O:37])[C:26]([O:29][C:30]1[CH:35]=[CH:34][C:33]([O:14][CH2:13][CH2:12][C:10]2[N:11]=[C:7]([C:3]3[CH:2]=[C:1]([C:16]4[CH:17]=[CH:18][CH:19]=[CH:20][CH:21]=4)[CH:6]=[CH:5][CH:4]=3)[S:8][C:9]=2[CH3:15])=[CH:32][CH:31]=1)([CH3:28])[CH3:27])[CH3:23]. The yield is 0.110. (3) The reactants are C[Al](C)C.[CH3:5][C@H:6]1[NH:11][C@@H:10]([CH3:12])[CH2:9][N:8]([C:13]2[CH:23]=[CH:22][C:16]([C:17]([O:19]CC)=O)=[CH:15][CH:14]=2)[CH2:7]1.[CH3:24][O:25][C:26]1[CH:27]=[C:28]([CH2:34][O:35][C:36]2[CH:37]=[C:38]([NH2:41])[NH:39][N:40]=2)[CH:29]=[C:30]([O:32][CH3:33])[CH:31]=1. The catalyst is C1(C)C=CC=CC=1. The product is [CH3:33][O:32][C:30]1[CH:29]=[C:28]([CH2:34][O:35][C:36]2[CH:37]=[C:38]([NH:41][C:17](=[O:19])[C:16]3[CH:15]=[CH:14][C:13]([N:8]4[CH2:9][C@H:10]([CH3:12])[NH:11][C@H:6]([CH3:5])[CH2:7]4)=[CH:23][CH:22]=3)[NH:39][N:40]=2)[CH:27]=[C:26]([O:25][CH3:24])[CH:31]=1. The yield is 0.411. (4) The reactants are [C:1]([CH2:3][C:4]1[C:5]([CH3:13])=[C:6]([C:8]([CH3:12])=[CH:9][C:10]=1[CH3:11])[NH2:7])#N.S(=O)(=O)(O)[OH:15].[C:19](=O)([O-])[O-:20].[Na+].[Na+]. The catalyst is CO.O. The product is [NH2:7][C:6]1[C:5]([CH3:13])=[C:4]([CH2:3][C:1]([O:20][CH3:19])=[O:15])[C:10]([CH3:11])=[CH:9][C:8]=1[CH3:12]. The yield is 0.880. (5) The reactants are [C:1]1(=[O:9])[CH2:8][CH2:7][CH2:6][CH2:5][CH2:4][CH2:3][CH2:2]1.[Li+].CC([N-]C(C)C)C.Br[CH2:19][C:20]1[CH:29]=[CH:28][C:23]([C:24]([O:26][CH3:27])=[O:25])=[CH:22][CH:21]=1. The catalyst is C1COCC1. The product is [CH3:27][O:26][C:24](=[O:25])[C:23]1[CH:28]=[CH:29][C:20]([CH2:19][CH:2]2[CH2:3][CH2:4][CH2:5][CH2:6][CH2:7][CH2:8][C:1]2=[O:9])=[CH:21][CH:22]=1. The yield is 0.800. (6) The reactants are [C:1]([O:5][C:6]([NH:8][CH2:9][CH2:10][CH2:11][C:12]([OH:14])=O)=[O:7])([CH3:4])([CH3:3])[CH3:2].CCN(C(C)C)C(C)C.CN(C(ON1N=NC2C=CC=NC1=2)=[N+](C)C)C.F[P-](F)(F)(F)(F)F.[NH2:48][CH2:49][C:50]1[CH:54]=[N:53][N:52]([CH2:55][C@@H:56]2[C@H:59]([NH:60][C:61](=[O:97])/[C:62](=[N:76]\[O:77][C:78]3([C:81]([O:83][CH:84]([C:91]4[CH:96]=[CH:95][CH:94]=[CH:93][CH:92]=4)[C:85]4[CH:90]=[CH:89][CH:88]=[CH:87][CH:86]=4)=[O:82])[CH2:80][CH2:79]3)/[C:63]3[N:64]=[C:65]([NH:68][C:69]([O:71][C:72]([CH3:75])([CH3:74])[CH3:73])=[O:70])[S:66][CH:67]=3)[C:58](=[O:98])[NH:57]2)[N:51]=1. The catalyst is C(Cl)Cl. The product is [C:1]([O:5][C:6]([NH:8][CH2:9][CH2:10][CH2:11][C:12]([NH:48][CH2:49][C:50]1[CH:54]=[N:53][N:52]([CH2:55][C@@H:56]2[C@H:59]([NH:60][C:61](=[O:97])/[C:62](=[N:76]\[O:77][C:78]3([C:81]([O:83][CH:84]([C:91]4[CH:96]=[CH:95][CH:94]=[CH:93][CH:92]=4)[C:85]4[CH:90]=[CH:89][CH:88]=[CH:87][CH:86]=4)=[O:82])[CH2:80][CH2:79]3)/[C:63]3[N:64]=[C:65]([NH:68][C:69]([O:71][C:72]([CH3:73])([CH3:75])[CH3:74])=[O:70])[S:66][CH:67]=3)[C:58](=[O:98])[NH:57]2)[N:51]=1)=[O:14])=[O:7])([CH3:2])([CH3:3])[CH3:4]. The yield is 0.460.